Dataset: Forward reaction prediction with 1.9M reactions from USPTO patents (1976-2016). Task: Predict the product of the given reaction. (1) The product is: [C:33]([NH:34][C@H:35]1[CH2:39][CH2:38][N:37]([C:9]2[C:8]([F:12])=[CH:7][C:3]([C:4]([NH2:6])=[O:5])=[C:2]([NH:24][C:23]3[CH:25]=[CH:26][C:20]([N:18]4[CH2:19][CH:14]([CH3:13])[O:15][CH:16]([CH3:27])[CH2:17]4)=[CH:21][CH:22]=3)[N:10]=2)[CH2:36]1)(=[O:40])[CH:41]=[CH2:42]. Given the reactants Cl[C:2]1[N:10]=[C:9](Cl)[C:8]([F:12])=[CH:7][C:3]=1[C:4]([NH2:6])=[O:5].[CH3:13][CH:14]1[CH2:19][N:18]([C:20]2[CH:26]=[CH:25][C:23]([NH2:24])=[CH:22][CH:21]=2)[CH2:17][CH:16]([CH3:27])[O:15]1.C(O[C:33](=[O:40])[NH:34][C@H:35]1[CH2:39][CH2:38][NH:37][CH2:36]1)(C)(C)C.[C:41](O)(=O)[CH:42]=C, predict the reaction product. (2) The product is: [C:15]([C:14]1[CH:17]=[CH:18][C:11]([C:8]2[N:6]3[N:7]=[C:2]([C:28]4[CH:36]=[CH:35][C:31]([C:32]([OH:34])=[O:33])=[C:30]([CH3:37])[CH:29]=4)[CH:3]=[CH:4][C:5]3=[N:10][CH:9]=2)=[CH:12][CH:13]=1)#[N:16]. Given the reactants Cl[C:2]1[CH:3]=[CH:4][C:5]2[N:6]([C:8]([C:11]3[CH:18]=[CH:17][C:14]([C:15]#[N:16])=[CH:13][CH:12]=3)=[CH:9][N:10]=2)[N:7]=1.C([O-])([O-])=O.[K+].[K+].B([C:28]1[CH:36]=[CH:35][C:31]([C:32]([OH:34])=[O:33])=[C:30]([CH3:37])[CH:29]=1)(O)O, predict the reaction product. (3) The product is: [CH3:33][C:32]1[CH:31]=[C:30]([CH3:34])[CH:29]=[C:28]([CH3:35])[C:27]=1[NH:24][C:25]([NH:1][C:2]1[C:3]([C:12]([N:14]2[CH2:19][CH2:18][CH2:17][CH2:16][C@H:15]2[C:20]([O:22][CH3:23])=[O:21])=[O:13])=[CH:4][C:5]2[C:10]([CH:11]=1)=[CH:9][CH:8]=[CH:7][CH:6]=2)=[O:26]. Given the reactants [NH2:1][C:2]1[C:3]([C:12]([N:14]2[CH2:19][CH2:18][CH2:17][CH2:16][C@H:15]2[C:20]([O:22][CH3:23])=[O:21])=[O:13])=[CH:4][C:5]2[C:10]([CH:11]=1)=[CH:9][CH:8]=[CH:7][CH:6]=2.[N:24]([C:27]1[C:32]([CH3:33])=[CH:31][C:30]([CH3:34])=[CH:29][C:28]=1[CH3:35])=[C:25]=[O:26], predict the reaction product. (4) Given the reactants F[C:2]1[CH:3]=[C:4]([CH:7]=[CH:8][C:9]=1[C:10]([F:13])([F:12])[F:11])[C:5]#[N:6].[Cl:14][C:15]1[CH:20]=[CH:19][C:18]([CH2:21][C:22]([OH:24])=[O:23])=[CH:17][C:16]=1[OH:25], predict the reaction product. The product is: [Cl:14][C:15]1[CH:20]=[CH:19][C:18]([CH2:21][C:22]([OH:24])=[O:23])=[CH:17][C:16]=1[O:25][C:7]1[CH:8]=[C:9]([C:10]([F:13])([F:12])[F:11])[CH:2]=[CH:3][C:4]=1[C:5]#[N:6]. (5) Given the reactants [N+:1]([C:4]1[N:9]=[CH:8][C:7]([N:10]2[CH2:16][CH:15]3[N:17]([C:18]([O:20][C:21]([CH3:24])([CH3:23])[CH3:22])=[O:19])[CH:12]([CH2:13][CH2:14]3)[CH2:11]2)=[CH:6][CH:5]=1)([O-])=O.CO, predict the reaction product. The product is: [NH2:1][C:4]1[N:9]=[CH:8][C:7]([N:10]2[CH2:16][CH:15]3[N:17]([C:18]([O:20][C:21]([CH3:24])([CH3:23])[CH3:22])=[O:19])[CH:12]([CH2:13][CH2:14]3)[CH2:11]2)=[CH:6][CH:5]=1. (6) Given the reactants [Br:1][C:2]1[CH:3]=[C:4]([C:8]2(O)[CH2:13][CH2:12][O:11][CH2:10][CH2:9]2)[CH:5]=[CH:6][CH:7]=1.O.C1(C)C=CC(S(O)(=O)=O)=CC=1, predict the reaction product. The product is: [Br:1][C:2]1[CH:3]=[C:4]([C:8]2[CH2:13][CH2:12][O:11][CH2:10][CH:9]=2)[CH:5]=[CH:6][CH:7]=1.